Dataset: Forward reaction prediction with 1.9M reactions from USPTO patents (1976-2016). Task: Predict the product of the given reaction. (1) Given the reactants Br[CH2:2][C:3]1[C:4]([O:10][CH3:11])=[N:5][C:6]([CH3:9])=[CH:7][CH:8]=1.[I:12][C:13]1[C:21]2[C:16](=[CH:17][CH:18]=[CH:19][C:20]=2[N+:22]([O-:24])=[O:23])[NH:15][N:14]=1.C([O-])([O-])=O.[K+].[K+], predict the reaction product. The product is: [I:12][C:13]1[C:21]2[C:16](=[CH:17][CH:18]=[CH:19][C:20]=2[N+:22]([O-:24])=[O:23])[N:15]([CH2:2][C:3]2[C:4]([O:10][CH3:11])=[N:5][C:6]([CH3:9])=[CH:7][CH:8]=2)[N:14]=1. (2) The product is: [NH2:1][C:2]([CH2:6][F:7])([CH2:8][C:9]1[CH:14]=[CH:13][CH:12]=[CH:11][CH:10]=1)[CH2:3][OH:4]. Given the reactants [NH2:1][C:2]([CH2:8][C:9]1[CH:14]=[CH:13][CH:12]=[CH:11][CH:10]=1)([CH2:6][F:7])[C:3](O)=[O:4].B.O1CCCC1.Cl, predict the reaction product.